This data is from Reaction yield outcomes from USPTO patents with 853,638 reactions. The task is: Predict the reaction yield, written as a fraction of the theoretical maximum amount of product (1.0 means a 100% yield; for example, 0.34 means a 34% yield). (1) The reactants are Br[C:2]1[C:28]([Cl:29])=[CH:27][C:5]2[N:6]([CH2:9][C:10]3[CH:26]=[CH:25][C:13]4[N:14]=[C:15]([NH:17][C@@H:18]5[CH2:23][CH2:22][CH2:21][CH2:20][C@H:19]5[OH:24])[O:16][C:12]=4[CH:11]=3)[CH:7]=[N:8][C:4]=2[CH:3]=1.O.C[C:32]([N:34](C)C)=O. The catalyst is [C-]#N.[C-]#N.[Zn+2].C1C=CC(/C=C/C(/C=C/C2C=CC=CC=2)=O)=CC=1.C1C=CC(/C=C/C(/C=C/C2C=CC=CC=2)=O)=CC=1.C1C=CC(/C=C/C(/C=C/C2C=CC=CC=2)=O)=CC=1.[Pd].[Pd].C1C=CC(P(C2C=CC=CC=2)[C-]2C=CC=C2)=CC=1.C1C=CC(P(C2C=CC=CC=2)[C-]2C=CC=C2)=CC=1.[Fe+2]. The product is [Cl:29][C:28]1[C:2]([C:32]#[N:34])=[CH:3][C:4]2[N:8]=[CH:7][N:6]([CH2:9][C:10]3[CH:26]=[CH:25][C:13]4[N:14]=[C:15]([NH:17][C@@H:18]5[CH2:23][CH2:22][CH2:21][CH2:20][C@H:19]5[OH:24])[O:16][C:12]=4[CH:11]=3)[C:5]=2[CH:27]=1. The yield is 0.135. (2) The reactants are [Cl:1][C:2]1[S:6][C:5]([S:7]([N:10]([C:19]2[C:27]3[C:22](=[CH:23][CH:24]=[CH:25][C:26]=3[O:28][CH3:29])[NH:21][N:20]=2)[CH2:11][O:12][CH2:13][CH2:14][Si:15]([CH3:18])([CH3:17])[CH3:16])(=[O:9])=[O:8])=[CH:4][CH:3]=1.C(=O)([O-])[O-].[K+].[K+].Br[CH2:37][C:38]1[CH:39]=[C:40]([CH:45]=[CH:46][CH:47]=1)[C:41]([O:43][CH3:44])=[O:42]. The catalyst is CN(C=O)C.C(Cl)Cl.O. The product is [Cl:1][C:2]1[S:6][C:5]([S:7]([N:10]([CH2:11][O:12][CH2:13][CH2:14][Si:15]([CH3:18])([CH3:16])[CH3:17])[C:19]2[C:27]3[C:22](=[CH:23][CH:24]=[CH:25][C:26]=3[O:28][CH3:29])[N:21]([CH2:37][C:38]3[CH:39]=[C:40]([CH:45]=[CH:46][CH:47]=3)[C:41]([O:43][CH3:44])=[O:42])[N:20]=2)(=[O:9])=[O:8])=[CH:4][CH:3]=1. The yield is 0.440. (3) The reactants are [Cl:1][C:2]1[N:7]=[C:6]([CH3:8])[C:5]([O:9]C(=O)C)=[CH:4][CH:3]=1.[OH-].[Na+].Cl. No catalyst specified. The product is [Cl:1][C:2]1[N:7]=[C:6]([CH3:8])[C:5]([OH:9])=[CH:4][CH:3]=1. The yield is 0.960. (4) The reactants are C(OC(=O)[NH:7][CH:8]([CH3:19])[C:9]([N:11]1[CH2:16][CH2:15][S:14](=[O:18])(=[O:17])[CH2:13][CH2:12]1)=[O:10])(C)(C)C.FC(F)(F)C(O)=O. The catalyst is C(Cl)Cl. The product is [NH2:7][CH:8]([CH3:19])[C:9]([N:11]1[CH2:16][CH2:15][S:14](=[O:18])(=[O:17])[CH2:13][CH2:12]1)=[O:10]. The yield is 1.00. (5) The reactants are [Br:1][C:2]1[CH:3]=[C:4]2[C:8](=[CH:9][C:10]=1[CH3:11])[NH:7][N:6]=[CH:5]2.C1(C(N)C2CCCCC2)CCCCC1.[CH3:26][Si:27]([CH2:30][CH2:31][O:32][CH2:33]Cl)([CH3:29])[CH3:28].[OH-].[Na+]. The catalyst is C1COCC1.CCOC(C)=O. The product is [Br:1][C:2]1[C:10]([CH3:11])=[CH:9][C:8]2[C:4](=[CH:5][N:6]([CH2:33][O:32][CH2:31][CH2:30][Si:27]([CH3:29])([CH3:28])[CH3:26])[N:7]=2)[CH:3]=1. The yield is 0.790. (6) The reactants are N(C(OCC)=O)=NC(OCC)=O.[Br:13][C:14]1[CH:15]=[N:16][C:17]2[C:22]([C:23]=1[OH:24])=[N:21][C:20]([O:25][CH3:26])=[CH:19][CH:18]=2.[CH2:27](O)[C:28]1[CH:33]=[CH:32][CH:31]=[CH:30][CH:29]=1.C1(P(C2C=CC=CC=2)C2C=CC=CC=2)C=CC=CC=1. The catalyst is O1CCCC1.C(OCC)(=O)C. The product is [CH2:27]([O:24][C:23]1[C:14]([Br:13])=[CH:15][N:16]=[C:17]2[C:22]=1[N:21]=[C:20]([O:25][CH3:26])[CH:19]=[CH:18]2)[C:28]1[CH:33]=[CH:32][CH:31]=[CH:30][CH:29]=1. The yield is 0.740. (7) The reactants are [C:1]([CH:3]1[CH2:8][CH2:7][N:6]([C:9](=[O:44])[C@H:10]([NH:14][C:15]([C:17]2[C:25]3[C:20](=[N:21][CH:22]=[C:23]([C:26]4[N:27]=[N:28][N:29]([CH:31]5[CH2:35][CH2:34][CH2:33][CH2:32]5)[CH:30]=4)[N:24]=3)[N:19](COCC[Si](C)(C)C)[CH:18]=2)=[O:16])[CH:11]2[CH2:13][CH2:12]2)[CH2:5][CH2:4]1)#[N:2].C(O)(C(F)(F)F)=O. The catalyst is C(Cl)Cl. The product is [C:1]([CH:3]1[CH2:8][CH2:7][N:6]([C:9](=[O:44])[C@H:10]([NH:14][C:15]([C:17]2[C:25]3[C:20](=[N:21][CH:22]=[C:23]([C:26]4[N:27]=[N:28][N:29]([CH:31]5[CH2:35][CH2:34][CH2:33][CH2:32]5)[CH:30]=4)[N:24]=3)[NH:19][CH:18]=2)=[O:16])[CH:11]2[CH2:12][CH2:13]2)[CH2:5][CH2:4]1)#[N:2]. The yield is 0.520. (8) The reactants are C([O:4][C@@H:5]1[C@@H:10]([O:11]C(=O)C)[C@H:9]([O:15]C(=O)C)[C@@H:8]([CH2:19][O:20]C(=O)C)[O:7][C@@H:6]1[O:24][C@@H:25]1[C@@H:65]([CH2:66][O:67]C(=O)C)[O:64][C@@H:28]([O:29][N:30]2[CH:34]=[C:33]([CH2:35][O:36][C@H:37]3[CH2:61][CH2:60][C@@:59]4([CH3:62])[CH:39]([CH2:40][CH2:41][C@@H:42]5[C@@H:58]4[CH2:57][CH2:56][C@@:55]4([CH3:63])[C@H:43]5[CH2:44][CH2:45][C@@H:46]4[C@H:47]([CH3:54])[CH2:48][CH2:49][CH2:50][CH:51]([CH3:53])[CH3:52])[CH2:38]3)[N:32]=[N:31]2)[C@H:27]([O:71]C(=O)C)[C@H:26]1[O:75]C(=O)C)(=O)C.C[O-].[Na+]. The catalyst is C1COCC1.CO.CO. The product is [C@H:6]1([O:24][C@@H:25]2[C@@H:65]([CH2:66][OH:67])[O:64][C@@H:28]([O:29][N:30]3[CH:34]=[C:33]([CH2:35][O:36][C@H:37]4[CH2:61][CH2:60][C@@:59]5([CH3:62])[CH:39]([CH2:40][CH2:41][C@@H:42]6[C@@H:58]5[CH2:57][CH2:56][C@@:55]5([CH3:63])[C@H:43]6[CH2:44][CH2:45][C@@H:46]5[C@H:47]([CH3:54])[CH2:48][CH2:49][CH2:50][CH:51]([CH3:53])[CH3:52])[CH2:38]4)[N:32]=[N:31]3)[C@H:27]([OH:71])[C@H:26]2[OH:75])[O:7][C@H:8]([CH2:19][OH:20])[C@@H:9]([OH:15])[C@H:10]([OH:11])[C@H:5]1[OH:4]. The yield is 0.900. (9) The reactants are [CH3:1][O:2][C:3]1[C:8]([C:9]2[C:22]3[C:17](=[CH:18][C:19]([O:25][CH2:26][CH3:27])=[C:20]([O:23][CH3:24])[CH:21]=3)[C@@H:16]3[C@@H:11]([CH2:12][CH2:13][C@@H:14]([OH:28])[CH2:15]3)[N:10]=2)=[CH:7][CH:6]=[C:5]([O:29][CH3:30])[N:4]=1.[CH2:31]([S:37]([OH:40])(=[O:39])=[O:38])[CH2:32][S:33]([OH:36])(=[O:35])=[O:34]. The catalyst is O1CCCC1. The product is [CH2:31]([S:37]([OH:40])(=[O:39])=[O:38])[CH2:32][S:33]([OH:36])(=[O:35])=[O:34].[CH3:1][O:2][C:3]1[C:8]([C:9]2[C:22]3[C:17](=[CH:18][C:19]([O:25][CH2:26][CH3:27])=[C:20]([O:23][CH3:24])[CH:21]=3)[C@@H:16]3[C@@H:11]([CH2:12][CH2:13][C@@H:14]([OH:28])[CH2:15]3)[N:10]=2)=[CH:7][CH:6]=[C:5]([O:29][CH3:30])[N:4]=1. The yield is 0.770.